This data is from Reaction yield outcomes from USPTO patents with 853,638 reactions. The task is: Predict the reaction yield, written as a fraction of the theoretical maximum amount of product (1.0 means a 100% yield; for example, 0.34 means a 34% yield). (1) The reactants are [F:1][C:2]1[CH:7]=[CH:6][C:5]([CH:8]2[CH:17]([C:18]3[N:19]=[N:20][N:21]([CH3:23])[CH:22]=3)[C:16](=O)[C:15]3[C:14]([C:25](OCC)=O)=[CH:13][CH:12]=[CH:11][C:10]=3[NH:9]2)=[CH:4][CH:3]=1.[OH2:30].[NH2:31][NH2:32]. No catalyst specified. The product is [F:1][C:2]1[CH:3]=[CH:4][C:5]([CH:8]2[NH:9][C:10]3[C:15]4[C:16](=[N:31][NH:32][C:25](=[O:30])[C:14]=4[CH:13]=[CH:12][CH:11]=3)[CH:17]2[C:18]2[N:19]=[N:20][N:21]([CH3:23])[CH:22]=2)=[CH:6][CH:7]=1. The yield is 0.390. (2) The reactants are [OH:1][C:2]1[CH:7]=[CH:6][C:5]([CH2:8][C:9]([O:11][CH3:12])=[O:10])=[CH:4][CH:3]=1.Br[CH:14]([CH3:16])[CH3:15].C(=O)([O-])[O-].[K+].[K+]. The catalyst is CN(C=O)C. The product is [CH:14]([O:1][C:2]1[CH:3]=[CH:4][C:5]([CH2:8][C:9]([O:11][CH3:12])=[O:10])=[CH:6][CH:7]=1)([CH3:16])[CH3:15]. The yield is 0.800.